From a dataset of NCI-60 drug combinations with 297,098 pairs across 59 cell lines. Regression. Given two drug SMILES strings and cell line genomic features, predict the synergy score measuring deviation from expected non-interaction effect. (1) Drug 1: CC(CN1CC(=O)NC(=O)C1)N2CC(=O)NC(=O)C2. Drug 2: C(CN)CNCCSP(=O)(O)O. Cell line: HT29. Synergy scores: CSS=44.0, Synergy_ZIP=2.19, Synergy_Bliss=4.31, Synergy_Loewe=-6.84, Synergy_HSA=5.63. (2) Drug 1: C1C(C(OC1N2C=NC3=C(N=C(N=C32)Cl)N)CO)O. Drug 2: C1=CC=C(C(=C1)C(C2=CC=C(C=C2)Cl)C(Cl)Cl)Cl. Cell line: SR. Synergy scores: CSS=77.6, Synergy_ZIP=4.98, Synergy_Bliss=5.92, Synergy_Loewe=-32.5, Synergy_HSA=7.10. (3) Drug 1: CC1C(C(CC(O1)OC2CC(CC3=C2C(=C4C(=C3O)C(=O)C5=C(C4=O)C(=CC=C5)OC)O)(C(=O)C)O)N)O.Cl. Drug 2: CC1=CC=C(C=C1)C2=CC(=NN2C3=CC=C(C=C3)S(=O)(=O)N)C(F)(F)F. Cell line: SF-539. Synergy scores: CSS=16.6, Synergy_ZIP=-6.95, Synergy_Bliss=-3.00, Synergy_Loewe=-8.00, Synergy_HSA=-2.48. (4) Drug 1: CN(C)C1=NC(=NC(=N1)N(C)C)N(C)C. Drug 2: C1CN(CCN1C(=O)CCBr)C(=O)CCBr. Cell line: NCI-H226. Synergy scores: CSS=13.5, Synergy_ZIP=-2.22, Synergy_Bliss=-2.32, Synergy_Loewe=-8.71, Synergy_HSA=-0.981. (5) Drug 1: CC1CCC2CC(C(=CC=CC=CC(CC(C(=O)C(C(C(=CC(C(=O)CC(OC(=O)C3CCCCN3C(=O)C(=O)C1(O2)O)C(C)CC4CCC(C(C4)OC)OCCO)C)C)O)OC)C)C)C)OC. Drug 2: CC1C(C(CC(O1)OC2CC(CC3=C2C(=C4C(=C3O)C(=O)C5=C(C4=O)C(=CC=C5)OC)O)(C(=O)CO)O)N)O.Cl. Cell line: OVCAR-8. Synergy scores: CSS=34.0, Synergy_ZIP=-5.73, Synergy_Bliss=-4.92, Synergy_Loewe=0.541, Synergy_HSA=1.33. (6) Drug 1: CCCCCOC(=O)NC1=NC(=O)N(C=C1F)C2C(C(C(O2)C)O)O. Drug 2: C1CNP(=O)(OC1)N(CCCl)CCCl. Cell line: MDA-MB-231. Synergy scores: CSS=-0.554, Synergy_ZIP=0.270, Synergy_Bliss=-1.09, Synergy_Loewe=-1.36, Synergy_HSA=-1.39. (7) Drug 1: COCCOC1=C(C=C2C(=C1)C(=NC=N2)NC3=CC=CC(=C3)C#C)OCCOC. Drug 2: CC(C)(C#N)C1=CC=C(C=C1)N2C3=C4C=C(C=CC4=NC=C3N(C2=O)C)C5=CC6=CC=CC=C6N=C5. Cell line: NCIH23. Synergy scores: CSS=71.6, Synergy_ZIP=4.39, Synergy_Bliss=3.97, Synergy_Loewe=8.01, Synergy_HSA=11.2.